Task: Predict the product of the given reaction.. Dataset: Forward reaction prediction with 1.9M reactions from USPTO patents (1976-2016) (1) Given the reactants N1C(Cl)=NC(Cl)=NC=1Cl.[O:10]=[C:11]1[N:16]([C:17]2[CH:22]=[CH:21][CH:20]=[CH:19][CH:18]=2)[C:15]2[S:23][C:24]([C:32]([NH2:34])=O)=[C:25]([C:26]3[CH:31]=[CH:30][CH:29]=[CH:28][CH:27]=3)[C:14]=2[CH:13]=[CH:12]1.O, predict the reaction product. The product is: [O:10]=[C:11]1[N:16]([C:17]2[CH:18]=[CH:19][CH:20]=[CH:21][CH:22]=2)[C:15]2[S:23][C:24]([C:32]#[N:34])=[C:25]([C:26]3[CH:31]=[CH:30][CH:29]=[CH:28][CH:27]=3)[C:14]=2[CH:13]=[CH:12]1. (2) Given the reactants [CH2:1]([O:8][N:9]1[C:18]2[C:13](=[CH:14][CH:15]=[CH:16][N:17]=2)[C:12](OS(C(F)(F)F)(=O)=O)=[C:11]([C:27]([O:29][CH2:30][CH3:31])=[O:28])[C:10]1=[O:32])[C:2]1[CH:7]=[CH:6][CH:5]=[CH:4][CH:3]=1.CC1(C)C(C)(C)OB([C:41]2[CH:46]=[CH:45][C:44]([C:47]3[CH:52]=[CH:51][C:50]([CH2:53][NH:54]C(=O)OC(C)(C)C)=[CH:49][CH:48]=3)=[CH:43][CH:42]=2)O1.C(=O)([O-])[O-].[Na+].[Na+].N#N, predict the reaction product. The product is: [NH2:54][CH2:53][C:50]1[CH:51]=[CH:52][C:47]([C:44]2[CH:43]=[CH:42][C:41]([C:12]3[C:13]4[C:18](=[N:17][CH:16]=[CH:15][CH:14]=4)[N:9]([O:8][CH2:1][C:2]4[CH:7]=[CH:6][CH:5]=[CH:4][CH:3]=4)[C:10](=[O:32])[C:11]=3[C:27]([O:29][CH2:30][CH3:31])=[O:28])=[CH:46][CH:45]=2)=[CH:48][CH:49]=1. (3) Given the reactants Cl.Cl.[Cl:3][C:4]1[C:8]([NH:9][CH2:10][CH3:11])=[CH:7][N:6]([C:12]2[CH:13]=[N:14][CH:15]=[CH:16][CH:17]=2)[N:5]=1.C1OC1C.[Cl:22][CH2:23][CH2:24][C:25](Cl)=[O:26], predict the reaction product. The product is: [Cl:22][CH2:23][CH2:24][C:25]([N:9]([C:8]1[C:4]([Cl:3])=[N:5][N:6]([C:12]2[CH:13]=[N:14][CH:15]=[CH:16][CH:17]=2)[CH:7]=1)[CH2:10][CH3:11])=[O:26]. (4) Given the reactants [CH3:1][C:2]1([CH3:15])[O:11][C:10]2[C:5](=[CH:6][C:7]([C:12]#[N:13])=[CH:8][CH:9]=2)[CH:4]2[O:14][CH:3]12.[S:16]1[C:20]2[CH:21]=[CH:22][CH:23]=[CH:24][C:19]=2[C:18](=[O:25])[NH:17]1, predict the reaction product. The product is: [S:16]1[C:20]2[CH:21]=[CH:22][CH:23]=[CH:24][C:19]=2[C:18]([O:25][CH:4]2[C:5]3[C:10](=[CH:9][CH:8]=[C:7]([C:12]#[N:13])[CH:6]=3)[O:11][C:2]([CH3:1])([CH3:15])[CH:3]2[OH:14])=[N:17]1. (5) Given the reactants [F:1][C:2]([C:5]1[O:9][C:8]([CH2:10][N:11]2[CH:15]=[CH:14][C:13]([NH2:16])=[N:12]2)=[CH:7][CH:6]=1)([F:4])[CH3:3].[CH3:17][O:18][C:19]1[C:24]([O:25][CH3:26])=[CH:23][CH:22]=[CH:21][C:20]=1/[CH:27]=[CH:28]/[C:29](O)=[O:30], predict the reaction product. The product is: [F:4][C:2]([C:5]1[O:9][C:8]([CH2:10][N:11]2[CH:15]=[CH:14][C:13]([NH:16][C:29](=[O:30])/[CH:28]=[CH:27]/[C:20]3[CH:21]=[CH:22][CH:23]=[C:24]([O:25][CH3:26])[C:19]=3[O:18][CH3:17])=[N:12]2)=[CH:7][CH:6]=1)([F:1])[CH3:3]. (6) Given the reactants [F:1][C:2]1[CH:7]=[CH:6][C:5]([C:8]2([C:13]([OH:15])=O)[CH2:12][CH2:11][CH2:10][CH2:9]2)=[CH:4][CH:3]=1.[NH2:16][CH2:17][CH2:18][CH2:19][N:20]1[CH2:25][CH2:24][CH:23]([C:26]2[CH:27]=[C:28]([NH:33][C:34](=[O:38])[CH:35]([CH3:37])[CH3:36])[CH:29]=[CH:30][C:31]=2[F:32])[CH2:22][CH2:21]1, predict the reaction product. The product is: [F:32][C:31]1[CH:30]=[CH:29][C:28]([NH:33][C:34](=[O:38])[CH:35]([CH3:37])[CH3:36])=[CH:27][C:26]=1[CH:23]1[CH2:22][CH2:21][N:20]([CH2:19][CH2:18][CH2:17][NH:16][C:13]([C:8]2([C:5]3[CH:4]=[CH:3][C:2]([F:1])=[CH:7][CH:6]=3)[CH2:9][CH2:10][CH2:11][CH2:12]2)=[O:15])[CH2:25][CH2:24]1.